This data is from NCI-60 drug combinations with 297,098 pairs across 59 cell lines. The task is: Regression. Given two drug SMILES strings and cell line genomic features, predict the synergy score measuring deviation from expected non-interaction effect. (1) Drug 1: CN1CCC(CC1)COC2=C(C=C3C(=C2)N=CN=C3NC4=C(C=C(C=C4)Br)F)OC. Drug 2: C1=CC=C(C(=C1)C(C2=CC=C(C=C2)Cl)C(Cl)Cl)Cl. Cell line: LOX IMVI. Synergy scores: CSS=11.7, Synergy_ZIP=-3.07, Synergy_Bliss=0.789, Synergy_Loewe=-14.5, Synergy_HSA=2.24. (2) Drug 1: CC1=C2C(C(=O)C3(C(CC4C(C3C(C(C2(C)C)(CC1OC(=O)C(C(C5=CC=CC=C5)NC(=O)C6=CC=CC=C6)O)O)OC(=O)C7=CC=CC=C7)(CO4)OC(=O)C)O)C)OC(=O)C. Drug 2: CC1C(C(CC(O1)OC2CC(OC(C2O)C)OC3=CC4=CC5=C(C(=O)C(C(C5)C(C(=O)C(C(C)O)O)OC)OC6CC(C(C(O6)C)O)OC7CC(C(C(O7)C)O)OC8CC(C(C(O8)C)O)(C)O)C(=C4C(=C3C)O)O)O)O. Cell line: ACHN. Synergy scores: CSS=59.8, Synergy_ZIP=-2.91, Synergy_Bliss=-1.15, Synergy_Loewe=0.397, Synergy_HSA=0.696. (3) Drug 1: C1CCN(CC1)CCOC2=CC=C(C=C2)C(=O)C3=C(SC4=C3C=CC(=C4)O)C5=CC=C(C=C5)O. Drug 2: C1CCC(CC1)NC(=O)N(CCCl)N=O. Cell line: COLO 205. Synergy scores: CSS=16.4, Synergy_ZIP=7.96, Synergy_Bliss=12.6, Synergy_Loewe=5.52, Synergy_HSA=6.12. (4) Drug 1: CC(C1=C(C=CC(=C1Cl)F)Cl)OC2=C(N=CC(=C2)C3=CN(N=C3)C4CCNCC4)N. Drug 2: CC1=C2C(C(=O)C3(C(CC4C(C3C(C(C2(C)C)(CC1OC(=O)C(C(C5=CC=CC=C5)NC(=O)OC(C)(C)C)O)O)OC(=O)C6=CC=CC=C6)(CO4)OC(=O)C)OC)C)OC. Cell line: NCI-H226. Synergy scores: CSS=45.4, Synergy_ZIP=12.2, Synergy_Bliss=12.5, Synergy_Loewe=-0.277, Synergy_HSA=13.3. (5) Drug 1: CNC(=O)C1=CC=CC=C1SC2=CC3=C(C=C2)C(=NN3)C=CC4=CC=CC=N4. Drug 2: CC1=C(C(CCC1)(C)C)C=CC(=CC=CC(=CC(=O)O)C)C. Cell line: MALME-3M. Synergy scores: CSS=29.5, Synergy_ZIP=-0.926, Synergy_Bliss=-1.74, Synergy_Loewe=-5.67, Synergy_HSA=-2.02.